Regression. Given two drug SMILES strings and cell line genomic features, predict the synergy score measuring deviation from expected non-interaction effect. From a dataset of NCI-60 drug combinations with 297,098 pairs across 59 cell lines. (1) Drug 1: C(=O)(N)NO. Drug 2: C1CNP(=O)(OC1)N(CCCl)CCCl. Cell line: OVCAR-5. Synergy scores: CSS=7.35, Synergy_ZIP=-1.24, Synergy_Bliss=1.48, Synergy_Loewe=2.15, Synergy_HSA=3.05. (2) Cell line: HOP-62. Synergy scores: CSS=59.5, Synergy_ZIP=-0.697, Synergy_Bliss=-1.13, Synergy_Loewe=-0.314, Synergy_HSA=3.97. Drug 1: C1=CC(=CC=C1CCC2=CNC3=C2C(=O)NC(=N3)N)C(=O)NC(CCC(=O)O)C(=O)O. Drug 2: CC1=C(C(=O)C2=C(C1=O)N3CC4C(C3(C2COC(=O)N)OC)N4)N.